Dataset: Reaction yield outcomes from USPTO patents with 853,638 reactions. Task: Predict the reaction yield, written as a fraction of the theoretical maximum amount of product (1.0 means a 100% yield; for example, 0.34 means a 34% yield). (1) The reactants are [C:1]([C:3]1[CH:19]=[CH:18][C:6]([C:7]([NH:9][C@H:10]([C@@H:15]([OH:17])[CH3:16])[C:11]([O:13]C)=[O:12])=[O:8])=[C:5]([OH:20])[CH:4]=1)#[CH:2].[OH-].[Na+].C(O)(=O)CC(CC(O)=O)(C(O)=O)O.CC(=O)OCC. The catalyst is CO.O. The product is [C:1]([C:3]1[CH:19]=[CH:18][C:6]([C:7]([NH:9][C@H:10]([C@@H:15]([OH:17])[CH3:16])[C:11]([OH:13])=[O:12])=[O:8])=[C:5]([OH:20])[CH:4]=1)#[CH:2]. The yield is 0.987. (2) The catalyst is C(Cl)Cl.CN(C=O)C. The product is [CH:1]1([NH:4][C:5](=[O:6])[NH:7][C:8]2[CH:13]=[CH:12][C:11]([O:14][C:15]3[CH:20]=[CH:19][N:18]=[C:17]4[CH:21]=[C:22]([C:24]5[N:25]=[CH:26][C:27]([CH2:30][NH:33][CH:34]6[CH2:35][CH2:36][N:37]([C:40]([O:42][C:43]([CH3:46])([CH3:45])[CH3:44])=[O:41])[CH2:38][CH2:39]6)=[CH:28][CH:29]=5)[S:23][C:16]=34)=[C:10]([F:32])[CH:9]=2)[CH2:3][CH2:2]1. The reactants are [CH:1]1([NH:4][C:5]([NH:7][C:8]2[CH:13]=[CH:12][C:11]([O:14][C:15]3[CH:20]=[CH:19][N:18]=[C:17]4[CH:21]=[C:22]([C:24]5[CH:29]=[CH:28][C:27]([CH:30]=O)=[CH:26][N:25]=5)[S:23][C:16]=34)=[C:10]([F:32])[CH:9]=2)=[O:6])[CH2:3][CH2:2]1.[NH2:33][CH:34]1[CH2:39][CH2:38][N:37]([C:40]([O:42][C:43]([CH3:46])([CH3:45])[CH3:44])=[O:41])[CH2:36][CH2:35]1.C(O)(=O)C.[BH-](OC(C)=O)(OC(C)=O)OC(C)=O.[Na+]. The yield is 0.840. (3) The reactants are [CH3:1][N:2]([CH3:52])[CH2:3][C:4]([NH:6][C:7]1[CH:12]=[CH:11][CH:10]=[C:9]([C:13]2[C:21]3[C:16](=[CH:17][CH:18]=[C:19]([C:22]4[N:26]=[CH:25][N:24](C(C5C=CC=CC=5)(C5C=CC=CC=5)C5C=CC=CC=5)[N:23]=4)[CH:20]=3)[N:15](C3CCCCO3)[N:14]=2)[CH:8]=1)=[O:5]. The catalyst is Cl.O1CCOCC1. The product is [NH:24]1[CH:25]=[N:26][C:22]([C:19]2[CH:20]=[C:21]3[C:16](=[CH:17][CH:18]=2)[NH:15][N:14]=[C:13]3[C:9]2[CH:8]=[C:7]([NH:6][C:4](=[O:5])[CH2:3][N:2]([CH3:1])[CH3:52])[CH:12]=[CH:11][CH:10]=2)=[N:23]1. The yield is 0.130. (4) The reactants are [CH2:1]([C:8]1[C:16]2[C:15](=[O:17])[NH:14][N:13]=[CH:12][C:11]=2[N:10](COCC2C=CC=CC=2)[C:9]=1[C:27]1[CH:32]=[CH:31][C:30]([O:33][CH:34]([F:36])[F:35])=[C:29]([O:37][CH:38]2[CH2:40][CH2:39]2)[CH:28]=1)[C:2]1[CH:7]=[CH:6][CH:5]=[CH:4][CH:3]=1.Cl.[H][H]. The catalyst is [Pd].C(O)C. The product is [CH2:1]([C:8]1[C:16]2[C:15](=[O:17])[NH:14][N:13]=[CH:12][C:11]=2[NH:10][C:9]=1[C:27]1[CH:32]=[CH:31][C:30]([O:33][CH:34]([F:35])[F:36])=[C:29]([O:37][CH:38]2[CH2:40][CH2:39]2)[CH:28]=1)[C:2]1[CH:3]=[CH:4][CH:5]=[CH:6][CH:7]=1. The yield is 0.840. (5) The reactants are [BH4-].[Na+].C[O:4][C:5](=O)[C:6]([NH2:17])([C:8]1[CH:13]=[CH:12][CH:11]=[C:10]([N+:14]([O-:16])=[O:15])[CH:9]=1)[CH3:7]. The product is [NH2:17][C:6]([C:8]1[CH:13]=[CH:12][CH:11]=[C:10]([N+:14]([O-:16])=[O:15])[CH:9]=1)([CH3:7])[CH2:5][OH:4]. The yield is 0.870. The catalyst is CCO. (6) The reactants are C(O)C.[CH2:4]([CH:6]([C:9]1[CH:16]=[CH:15][C:12]([CH:13]=[O:14])=[CH:11][CH:10]=1)[CH2:7][CH3:8])[CH3:5].[BH4-].[K+].[Cl-].[Na+]. The catalyst is O. The product is [CH2:4]([CH:6]([C:9]1[CH:16]=[CH:15][C:12]([CH2:13][OH:14])=[CH:11][CH:10]=1)[CH2:7][CH3:8])[CH3:5]. The yield is 0.860. (7) The reactants are C[Si](C)(C)N[Si](C)(C)C.[NH2:10][CH:11]([C:17]([OH:19])=O)[CH2:12][CH2:13][CH2:14][CH2:15][NH2:16].C(O)C. The catalyst is Cl[Si](C)(C)C.C1(C)C(C)=CC=CC=1. The product is [NH2:10][CH:11]1[CH2:12][CH2:13][CH2:14][CH2:15][NH:16][C:17]1=[O:19]. The yield is 0.600. (8) The reactants are [Cl:1][C:2]1[CH:7]=[CH:6][C:5]([C:8]2[N:12]([C:13]3[CH:18]=[CH:17][C:16]([Cl:19])=[CH:15][C:14]=3[Cl:20])[N:11]=[C:10]([C:21]([O-])=[O:22])[C:9]=2[S:24][CH3:25])=[CH:4][CH:3]=1.[Li+].[N:27]1([NH2:34])[CH2:33][CH2:32][CH2:31][CH2:30][CH2:29][CH2:28]1.CN(C(ON1N=NC2C=CC=CC1=2)=[N+](C)C)C.[B-](F)(F)(F)F.CCN(CC)CC. The catalyst is CN(C=O)C. The product is [Cl:1][C:2]1[CH:7]=[CH:6][C:5]([C:8]2[N:12]([C:13]3[CH:18]=[CH:17][C:16]([Cl:19])=[CH:15][C:14]=3[Cl:20])[N:11]=[C:10]([C:21]([NH:34][N:27]3[CH2:33][CH2:32][CH2:31][CH2:30][CH2:29][CH2:28]3)=[O:22])[C:9]=2[S:24][CH3:25])=[CH:4][CH:3]=1. The yield is 0.520.